From a dataset of Reaction yield outcomes from USPTO patents with 853,638 reactions. Predict the reaction yield, written as a fraction of the theoretical maximum amount of product (1.0 means a 100% yield; for example, 0.34 means a 34% yield). (1) The reactants are O[CH2:2][C:3]1[CH:12]=[N:11][C:10]2[N:9]3[CH2:13][CH2:14][CH2:15][C@H:8]3[C:7](=[O:16])[NH:6][C:5]=2[CH:4]=1.Cl.[F:18][C:19]1[CH:20]=[C:21]([CH:28]=[CH:29][C:30]=1[N:31]1[CH2:36][CH2:35][NH:34][CH2:33][CH2:32]1)[C:22]([NH:24][CH:25]([CH3:27])[CH3:26])=[O:23].[I-].C(C[P+](C)(C)C)#N.C(N(CC)C(C)C)(C)C. The catalyst is C(#N)CC. The yield is 0.336. The product is [F:18][C:19]1[CH:20]=[C:21]([CH:28]=[CH:29][C:30]=1[N:31]1[CH2:32][CH2:33][N:34]([CH2:2][C:3]2[CH:12]=[N:11][C:10]3[N:9]4[CH2:13][CH2:14][CH2:15][C@H:8]4[C:7](=[O:16])[NH:6][C:5]=3[CH:4]=2)[CH2:35][CH2:36]1)[C:22]([NH:24][CH:25]([CH3:27])[CH3:26])=[O:23]. (2) The reactants are [F:1][C:2]1[CH:3]=[CH:4][C:5]([CH3:19])=[C:6]([C:8]([CH3:18])([CH3:17])[CH2:9][C@:10]2([C:13]([F:16])([F:15])[F:14])[CH2:12][O:11]2)[CH:7]=1.[Li].[F-].[CH2:22]([N+](CCCC)(CCCC)CCCC)[CH2:23]CC.[Cl-].[NH4+]. The catalyst is CS(C)=O.C1COCC1.O. The product is [F:1][C:2]1[CH:3]=[CH:4][C:5]([CH3:19])=[C:6]([C:8]([CH3:18])([CH3:17])[CH2:9][C@@:10]([C:13]([F:16])([F:15])[F:14])([OH:11])[CH2:12][C:22]#[CH:23])[CH:7]=1. The yield is 0.650.